The task is: Predict the product of the given reaction.. This data is from Forward reaction prediction with 1.9M reactions from USPTO patents (1976-2016). (1) Given the reactants Cl[C:2]1[C:7]2=[C:8]([CH3:21])[N:9]([C:12]3[CH:17]=[CH:16][C:15]([O:18][CH2:19][CH3:20])=[CH:14][CH:13]=3)[C:10]([CH3:11])=[C:6]2[C:5]([CH3:22])=[N:4][N:3]=1.[NH2:23][NH2:24], predict the reaction product. The product is: [CH2:19]([O:18][C:15]1[CH:16]=[CH:17][C:12]([N:9]2[C:10]([CH3:11])=[C:6]3[C:7]([C:2]([NH:23][NH2:24])=[N:3][N:4]=[C:5]3[CH3:22])=[C:8]2[CH3:21])=[CH:13][CH:14]=1)[CH3:20]. (2) The product is: [F:1][C:2]1[CH:7]=[CH:6][C:5]([C:8]([F:11])([F:10])[F:9])=[CH:4][C:3]=1[NH:12][C:13](=[O:14])[NH:15][C:16]1[CH:17]=[C:18]([CH:30]=[CH:31][CH:32]=1)[CH2:19][CH2:20][NH:21][C:22]1[C:23]([C:27]([NH2:29])=[O:28])=[N:24][NH:25][CH:26]=1. Given the reactants [F:1][C:2]1[CH:7]=[CH:6][C:5]([C:8]([F:11])([F:10])[F:9])=[CH:4][C:3]=1[N:12]=[C:13]=[O:14].[NH2:15][C:16]1[CH:17]=[C:18]([CH:30]=[CH:31][CH:32]=1)[CH2:19][CH2:20][NH:21][C:22]1[C:23]([C:27]([NH2:29])=[O:28])=[N:24][NH:25][CH:26]=1, predict the reaction product.